From a dataset of NCI-60 drug combinations with 297,098 pairs across 59 cell lines. Regression. Given two drug SMILES strings and cell line genomic features, predict the synergy score measuring deviation from expected non-interaction effect. (1) Drug 1: C1=CC(=C2C(=C1NCCNCCO)C(=O)C3=C(C=CC(=C3C2=O)O)O)NCCNCCO. Drug 2: C1=C(C(=O)NC(=O)N1)N(CCCl)CCCl. Cell line: TK-10. Synergy scores: CSS=36.0, Synergy_ZIP=-3.19, Synergy_Bliss=-1.88, Synergy_Loewe=-14.5, Synergy_HSA=1.65. (2) Drug 1: CN1CCC(CC1)COC2=C(C=C3C(=C2)N=CN=C3NC4=C(C=C(C=C4)Br)F)OC. Drug 2: COC1=CC(=CC(=C1O)OC)C2C3C(COC3=O)C(C4=CC5=C(C=C24)OCO5)OC6C(C(C7C(O6)COC(O7)C8=CC=CS8)O)O. Cell line: UACC62. Synergy scores: CSS=30.4, Synergy_ZIP=-11.0, Synergy_Bliss=-0.843, Synergy_Loewe=-6.33, Synergy_HSA=1.33. (3) Synergy scores: CSS=37.6, Synergy_ZIP=-0.936, Synergy_Bliss=-1.91, Synergy_Loewe=-29.2, Synergy_HSA=-1.52. Cell line: SF-268. Drug 1: CS(=O)(=O)OCCCCOS(=O)(=O)C. Drug 2: CC1C(C(CC(O1)OC2CC(CC3=C2C(=C4C(=C3O)C(=O)C5=C(C4=O)C(=CC=C5)OC)O)(C(=O)CO)O)N)O.Cl.